Dataset: Forward reaction prediction with 1.9M reactions from USPTO patents (1976-2016). Task: Predict the product of the given reaction. (1) The product is: [CH3:1][O:2][CH2:3][C:4]1[CH:5]=[CH:6][CH:7]=[C:8]2[C:13]=1[N:12]=[C:11]([NH:14][C:15](=[O:17])[CH3:16])[N:10]=[C:9]2[N:22]1[CH:21]=[N:20][N:19]=[CH:23]1. Given the reactants [CH3:1][O:2][CH2:3][C:4]1[CH:5]=[CH:6][CH:7]=[C:8]2[C:13]=1[N:12]=[C:11]([NH:14][C:15](=[O:17])[CH3:16])[NH:10][C:9]2=O.[N:19]1[N:20]=[CH:21][NH:22][CH:23]=1.C(N(C(C)C)CC)(C)C.P(Cl)(Cl)(Cl)=O, predict the reaction product. (2) The product is: [C:1]([NH:22][C@H:23]([C:30]([OH:32])=[O:31])[C@@H:24]([CH3:58])[O:25][P:26]([OH:29])([OH:28])=[O:27])(=[O:21])[CH2:2][CH2:3]/[CH:4]=[CH:5]\[CH2:6][CH:7]=[CH:8][CH2:9][CH:10]=[CH:11][CH2:12][CH:13]=[CH:14][CH2:15][CH:16]=[CH:17][CH2:18][CH:19]=[CH:20][CH2:33][CH3:34]. Given the reactants [C:1]([NH:22][C@H:23]([C:30]([OH:32])=[O:31])[CH2:24][O:25][P:26]([OH:29])([OH:28])=[O:27])(=[O:21])[CH2:2][CH2:3][CH2:4]/[CH:5]=[CH:6]\[CH2:7][CH:8]=[CH:9][CH2:10][CH:11]=[CH:12][CH2:13][CH:14]=[CH:15][CH2:16][CH2:17][CH2:18][CH2:19][CH3:20].[C:33](O)(=O)[CH2:34]C/C=C\CC=CCC=CCC=CCC=CCC=CCC.Cl.[CH3:58]OC(=O)[C@H]([C@@H](C)O)N, predict the reaction product. (3) Given the reactants [CH2:1]([C@H:4]1[CH2:9][C@H:8]([C:10]2[CH:15]=[CH:14][CH:13]=[C:12]([Cl:16])[CH:11]=2)[C@@H:7]([C:17]2[CH:22]=[CH:21][C:20]([Cl:23])=[CH:19][CH:18]=2)[N:6]([C@@H:24]([CH2:28][CH3:29])[C:25](O)=[O:26])[C:5]1=[O:30])[CH:2]=[CH2:3].[C:31]([NH:34][NH2:35])(=[O:33])[CH3:32].Cl.C(N=C=NCCCN(C)C)C.N1C2C(=NC=CC=2)N(O)N=1.C(=O)(O)[O-].[Na+], predict the reaction product. The product is: [C:31]([NH:34][NH:35][C:25](=[O:26])[C@@H:24]([N:6]1[C@H:7]([C:17]2[CH:22]=[CH:21][C:20]([Cl:23])=[CH:19][CH:18]=2)[C@@H:8]([C:10]2[CH:15]=[CH:14][CH:13]=[C:12]([Cl:16])[CH:11]=2)[CH2:9][C@H:4]([CH2:1][CH:2]=[CH2:3])[C:5]1=[O:30])[CH2:28][CH3:29])(=[O:33])[CH3:32]. (4) Given the reactants C(OC(=O)[N:7]([C@H:19]1[CH2:24][CH2:23][C@@H:22]([N:25]2[C:30](=[O:31])[C:29]3[CH:32]=[C:33]([F:36])[CH:34]=[N:35][C:28]=3[N:27]([C:37]3[CH:38]=[C:39]([C:43]4[CH:48]=[CH:47][C:46]([OH:49])=[CH:45][C:44]=4[CH:50]=O)[CH:40]=[CH:41][CH:42]=3)[C:26]2=[O:52])[CH2:21][CH2:20]1)[CH2:8][C:9]1[N:10]=[C:11]2[CH:16]=[CH:15][C:14]([F:17])=[CH:13][N:12]2[CH:18]=1)(C)(C)C.[NH:54]1[CH2:59][CH2:58][CH2:57][CH2:56][CH2:55]1, predict the reaction product. The product is: [F:36][C:33]1[CH:34]=[N:35][C:28]2[N:27]([C:37]3[CH:38]=[C:39]([C:43]4[CH:48]=[CH:47][C:46]([OH:49])=[CH:45][C:44]=4[CH2:50][N:54]4[CH2:59][CH2:58][CH2:57][CH2:56][CH2:55]4)[CH:40]=[CH:41][CH:42]=3)[C:26](=[O:52])[N:25]([C@H:22]3[CH2:21][CH2:20][C@@H:19]([NH:7][CH2:8][C:9]4[N:10]=[C:11]5[CH:16]=[CH:15][C:14]([F:17])=[CH:13][N:12]5[CH:18]=4)[CH2:24][CH2:23]3)[C:30](=[O:31])[C:29]=2[CH:32]=1. (5) Given the reactants CS[C:3]1[S:4]/[C:5](=[CH:9]\[C:10]2[CH:11]=[C:12]3[C:17](=[CH:18][CH:19]=2)[N:16]=[CH:15][CH:14]=[CH:13]3)/[C:6](=[O:8])[N:7]=1.[CH:20]1[CH:25]=[CH:24][C:23]([C@@H:26]([NH2:29])[CH2:27][OH:28])=[CH:22][CH:21]=1.CCN(C(C)C)C(C)C, predict the reaction product. The product is: [OH:28][CH2:27][C@H:26]([NH:29][C:3]1[S:4]/[C:5](=[CH:9]\[C:10]2[CH:11]=[C:12]3[C:17](=[CH:18][CH:19]=2)[N:16]=[CH:15][CH:14]=[CH:13]3)/[C:6](=[O:8])[N:7]=1)[C:23]1[CH:24]=[CH:25][CH:20]=[CH:21][CH:22]=1. (6) Given the reactants Cl[C:2]1[NH:10][C:9]2[C:4](=[N:5][CH:6]=[CH:7][CH:8]=2)[C:3]=1[C:11]#[N:12].[NH:13]1[CH2:21][CH2:20][CH2:19][CH2:18][CH2:17][CH2:16][CH2:15][CH2:14]1, predict the reaction product. The product is: [N:13]1([C:2]2[NH:10][C:9]3[C:4](=[N:5][CH:6]=[CH:7][CH:8]=3)[C:3]=2[C:11]#[N:12])[CH2:21][CH2:20][CH2:19][CH2:18][CH2:17][CH2:16][CH2:15][CH2:14]1. (7) Given the reactants [Cl:1][C:2]1[CH:3]=[C:4]([C:9]2[CH2:13][C:12](=[O:14])[N:11]([CH:15]([C:17]3[CH:34]=[CH:33][C:20]([C:21]([NH:23][CH2:24][CH2:25][C:26]([O:28][C:29]([CH3:32])([CH3:31])[CH3:30])=[O:27])=[O:22])=[CH:19][CH:18]=3)[CH3:16])[N:10]=2)[CH:5]=[C:6]([Cl:8])[CH:7]=1.[S:35](O[S:35]([C:38]([F:41])([F:40])[F:39])(=[O:37])=[O:36])([C:38]([F:41])([F:40])[F:39])(=[O:37])=[O:36], predict the reaction product. The product is: [Cl:1][C:2]1[CH:3]=[C:4]([C:9]2[CH:13]=[C:12]([O:14][S:35]([C:38]([F:41])([F:40])[F:39])(=[O:37])=[O:36])[N:11]([CH:15]([C:17]3[CH:34]=[CH:33][C:20]([C:21]([NH:23][CH2:24][CH2:25][C:26]([O:28][C:29]([CH3:30])([CH3:32])[CH3:31])=[O:27])=[O:22])=[CH:19][CH:18]=3)[CH3:16])[N:10]=2)[CH:5]=[C:6]([Cl:8])[CH:7]=1. (8) Given the reactants [CH:1]1([N:5]2[CH2:10][CH2:9][CH:8]([O:11][C:12]3[CH:17]=[CH:16][C:15]([C:18]#[C:19][CH2:20][CH2:21][OH:22])=[CH:14][CH:13]=3)[CH2:7][CH2:6]2)[CH2:4][CH2:3][CH2:2]1.C(O)(=O)C, predict the reaction product. The product is: [CH:1]1([N:5]2[CH2:6][CH2:7][CH:8]([O:11][C:12]3[CH:13]=[CH:14][C:15]([CH2:18][CH2:19][CH2:20][CH2:21][OH:22])=[CH:16][CH:17]=3)[CH2:9][CH2:10]2)[CH2:4][CH2:3][CH2:2]1. (9) Given the reactants [C:1]([O:5][C:6]([N:8]1[CH2:13][CH2:12][CH:11]([O:14][C:15]2[CH:20]=[CH:19][C:18]([NH:21][C:22]3[C:32]4[CH:31]=[C:30]([C:33](O)=[O:34])[CH2:29][CH2:28][NH:27][C:26]=4[N:25]=[CH:24][N:23]=3)=[CH:17][C:16]=2[Cl:36])[CH2:10][CH2:9]1)=[O:7])([CH3:4])([CH3:3])[CH3:2].CN1CCOCC1.C(Cl)(=O)OC(C)C, predict the reaction product. The product is: [Cl:36][C:16]1[CH:17]=[C:18]([NH:21][C:22]2[C:32]3[CH:31]=[C:30]([CH2:33][OH:34])[CH2:29][CH2:28][NH:27][C:26]=3[N:25]=[CH:24][N:23]=2)[CH:19]=[CH:20][C:15]=1[O:14][CH:11]1[CH2:12][CH2:13][N:8]([C:6]([O:5][C:1]([CH3:2])([CH3:3])[CH3:4])=[O:7])[CH2:9][CH2:10]1.